From a dataset of NCI-60 drug combinations with 297,098 pairs across 59 cell lines. Regression. Given two drug SMILES strings and cell line genomic features, predict the synergy score measuring deviation from expected non-interaction effect. Drug 1: CC1=C(C=C(C=C1)NC2=NC=CC(=N2)N(C)C3=CC4=NN(C(=C4C=C3)C)C)S(=O)(=O)N.Cl. Synergy scores: CSS=31.1, Synergy_ZIP=-6.42, Synergy_Bliss=-1.11, Synergy_Loewe=-0.250, Synergy_HSA=4.06. Cell line: SF-539. Drug 2: C1=NC2=C(N1)C(=S)N=C(N2)N.